Dataset: Forward reaction prediction with 1.9M reactions from USPTO patents (1976-2016). Task: Predict the product of the given reaction. (1) The product is: [NH2:7][CH2:6][C:5]1[CH:8]=[CH:9][N:10]=[C:3]([NH:2][CH3:1])[CH:4]=1. Given the reactants [CH3:1][NH:2][C:3]1[CH:4]=[C:5]([CH:8]=[CH:9][N:10]=1)[C:6]#[N:7], predict the reaction product. (2) Given the reactants [NH:1]1[C:9]2[C:4](=[CH:5][CH:6]=[CH:7][CH:8]=2)[C:3]([C:10](=[O:14])[CH2:11][NH:12][CH3:13])=[CH:2]1.O.[BH4-].[Na+].CC(C)=O, predict the reaction product. The product is: [NH:1]1[CH:9]2[CH:4]([CH:5]=[CH:6][CH:7]=[CH:8]2)[C:3]([CH:10]([OH:14])[CH2:11][NH:12][CH3:13])=[CH:2]1. (3) Given the reactants FC(F)(F)C1C=C(C2[CH2:14][CH2:13][N:12]([C:15]3[CH:20]=[CH:19][C:18]([NH2:21])=[CH:17][N:16]=3)[CH2:11][CH2:10]2)C=CC=1.FC(F)(F)CC1C=CC=CC=1N1CCN(C2N=CC(N)=CC=2)CC1.ClC1C=CC([N+]([O-])=O)=CN=1.[F:58][C:59]([F:73])([F:72])[C:60]1[CH:65]=[CH:64][CH:63]=[CH:62][C:61]=1[N:66]1CCNCC1, predict the reaction product. The product is: [F:58][C:59]([F:72])([F:73])[C:60]1[CH:65]=[CH:64][CH:63]=[CH:62][C:61]=1[N:66]1[CH2:10][CH2:11][N:12]([C:15]2[N:16]=[CH:17][C:18]([NH2:21])=[CH:19][CH:20]=2)[CH2:13][CH2:14]1. (4) Given the reactants [CH3:1][C:2]1[N:3]=[N:4][N:5]([CH3:38])[C:6]=1[C:7]1[CH:19]=[N:18][C:17]2[C:16]3[CH:15]=[CH:14][C:13]([C:20](O)([CH3:22])[CH3:21])=[C:12]([F:24])[C:11]=3[N:10]([CH:25]([CH:32]3[CH2:37][CH2:36][O:35][CH2:34][CH2:33]3)[C:26]3[CH:31]=[CH:30][CH:29]=[CH:28][CH:27]=3)[C:9]=2[CH:8]=1.C[Si]([N:43]=[N+:44]=[N-:45])(C)C.B(F)(F)F.CCOCC, predict the reaction product. The product is: [N:43]([C:20]([C:13]1[CH:14]=[CH:15][C:16]2[C:17]3[N:18]=[CH:19][C:7]([C:6]4[N:5]([CH3:38])[N:4]=[N:3][C:2]=4[CH3:1])=[CH:8][C:9]=3[N:10]([C@H:25]([C:26]3[CH:31]=[CH:30][CH:29]=[CH:28][CH:27]=3)[CH:32]3[CH2:33][CH2:34][O:35][CH2:36][CH2:37]3)[C:11]=2[C:12]=1[F:24])([CH3:22])[CH3:21])=[N+:44]=[N-:45]. (5) Given the reactants [F:1][C:2]1[CH:7]=[C:6]([C:8]([F:11])([F:10])[F:9])[CH:5]=[CH:4][C:3]=1[CH:12]=[CH:13][C:14]([NH2:16])=[O:15].[Cl:17][CH2:18][C:19]([CH2:21]Cl)=O, predict the reaction product. The product is: [Cl:17][CH2:18][C:19]1[N:16]=[C:14]([CH:13]=[CH:12][C:3]2[CH:4]=[CH:5][C:6]([C:8]([F:11])([F:10])[F:9])=[CH:7][C:2]=2[F:1])[O:15][CH:21]=1. (6) Given the reactants [CH3:1][S:2](Cl)(=[O:4])=[O:3].[CH2:6]([O:8][C:9](=[O:18])[CH2:10][C@@H:11]1[CH2:16][CH2:15][CH2:14][CH2:13][C@@H:12]1[OH:17])[CH3:7].N1C=CC=CC=1, predict the reaction product. The product is: [CH2:6]([O:8][C:9](=[O:18])[CH2:10][C@@H:11]1[CH2:16][CH2:15][CH2:14][CH2:13][C@@H:12]1[O:17][S:2]([CH3:1])(=[O:4])=[O:3])[CH3:7]. (7) The product is: [Cl:8][C:6]1[C:5]([N+:9]([O-:11])=[O:10])=[CH:4][C:3]2[O:12][CH2:21][C:22](=[O:23])[NH:1][C:2]=2[CH:7]=1. Given the reactants [NH2:1][C:2]1[CH:7]=[C:6]([Cl:8])[C:5]([N+:9]([O-:11])=[O:10])=[CH:4][C:3]=1[OH:12].C(N(CC)CC)C.Cl[CH2:21][C:22](Cl)=[O:23].[H-].[Na+], predict the reaction product. (8) Given the reactants C[O:2][C:3]1[N:8]=[C:7]([C:9]([CH3:13])([CH3:12])[C:10]#[N:11])[CH:6]=[CH:5][CH:4]=1.Cl, predict the reaction product. The product is: [CH3:13][C:9]([C:7]1[NH:8][C:3](=[O:2])[CH:4]=[CH:5][CH:6]=1)([CH3:12])[C:10]#[N:11]. (9) The product is: [ClH:41].[NH2:1][C:2]1[N:29]([CH2:30][C:31]([OH:34])([CH3:33])[CH3:32])[C:6]2[N:7]=[C:8]([NH:11][C:12]3[CH:17]=[CH:16][C:15]([CH:18]4[CH2:19][CH2:20][N:21]([CH:24]5[CH2:25][CH2:26]5)[CH2:22][CH2:23]4)=[CH:14][C:13]=3[O:27][CH3:28])[N:9]=[CH:10][C:5]=2[C:4](=[O:35])[C:3]=1[C:36]([NH2:38])=[O:37]. Given the reactants [NH2:1][C:2]1[N:29]([CH2:30][C:31]([OH:34])([CH3:33])[CH3:32])[C:6]2[N:7]=[C:8]([NH:11][C:12]3[CH:17]=[CH:16][C:15]([CH:18]4[CH2:23][CH2:22][N:21]([CH:24]5[CH2:26][CH2:25]5)[CH2:20][CH2:19]4)=[CH:14][C:13]=3[O:27][CH3:28])[N:9]=[CH:10][C:5]=2[C:4](=[O:35])[C:3]=1[C:36]([NH2:38])=[O:37].CC[Cl:41], predict the reaction product. (10) Given the reactants C([C:3]1[CH:4]=[C:5]([C:14]2[CH:19]=[CH:18][C:17]([C:20]([F:23])([F:22])[F:21])=[CH:16][CH:15]=2)[CH:6]=[CH:7][C:8]=1[NH:9][S:10]([CH3:13])(=[O:12])=[O:11])#N.C(C1C=C(C2C=CC(C(F)(F)F)=CC=2)C=CC=1N)#N, predict the reaction product. The product is: [F:23][C:20]([F:21])([F:22])[C:17]1[CH:16]=[CH:15][C:14]([C:5]2[CH:4]=[CH:3][C:8]([NH:9][S:10]([CH3:13])(=[O:11])=[O:12])=[CH:7][CH:6]=2)=[CH:19][CH:18]=1.